This data is from Forward reaction prediction with 1.9M reactions from USPTO patents (1976-2016). The task is: Predict the product of the given reaction. (1) Given the reactants [BH4-].[Na+].[F:3][C:4]1[CH:9]=[CH:8][C:7]([C@@H:10]([N:13]2[C:18](=[O:19])[CH2:17][CH2:16][CH2:15][C@@H:14]2[C:20]([O:22][CH2:23]C)=[O:21])CO)=[CH:6][CH:5]=1.O.C(OCC)(=O)C, predict the reaction product. The product is: [F:3][C:4]1[CH:5]=[CH:6][C:7]([CH:10]2[CH2:23][O:22][C@@H:20]([OH:21])[CH:14]3[CH2:15][CH2:16][CH2:17][C:18](=[O:19])[N:13]23)=[CH:8][CH:9]=1. (2) Given the reactants [CH2:1]=[C:2]1[CH2:7][N:6]([C:8]2[C:13]([Cl:14])=[CH:12][C:11]([Cl:15])=[CH:10][C:9]=2[Cl:16])[S:5](=[O:18])(=[O:17])[N:4]([CH2:19][C:20]([O:22]CC)=[O:21])[CH2:3]1.C(OCC)(=O)C.Cl, predict the reaction product. The product is: [CH2:1]=[C:2]1[CH2:7][N:6]([C:8]2[C:13]([Cl:14])=[CH:12][C:11]([Cl:15])=[CH:10][C:9]=2[Cl:16])[S:5](=[O:17])(=[O:18])[N:4]([CH2:19][C:20]([OH:22])=[O:21])[CH2:3]1. (3) Given the reactants [Br:1][C:2]1[S:11][C:5]2[N:6]=[CH:7][NH:8][C:9](=O)[C:4]=2[C:3]=1[I:12].CCCCCC.P(Cl)(Cl)([Cl:21])=O, predict the reaction product. The product is: [Br:1][C:2]1[S:11][C:5]2[N:6]=[CH:7][N:8]=[C:9]([Cl:21])[C:4]=2[C:3]=1[I:12]. (4) The product is: [F:45][C:40]1[CH:39]=[C:38](/[C:36](/[CH3:37])=[CH:35]/[N:9]2[C:10]3[C:15](=[CH:14][C:13]([CH3:16])=[CH:12][CH:11]=3)[C:7]3[CH2:6][CH2:5][N:4]([CH3:17])[CH:3]([CH2:1][CH3:2])[C:8]2=3)[CH:43]=[CH:42][C:41]=1[F:44]. Given the reactants [CH2:1]([CH:3]1[C:8]2[NH:9][C:10]3[C:15]([C:7]=2[CH2:6][CH2:5][N:4]1[CH3:17])=[CH:14][C:13]([CH3:16])=[CH:12][CH:11]=3)[CH3:2].N1CCC[C@H]1C(O)=O.[O-]P([O-])([O-])=O.[K+].[K+].[K+].Br[CH:35]=[C:36]([C:38]1[CH:43]=[CH:42][C:41]([F:44])=[C:40]([F:45])[CH:39]=1)[CH3:37], predict the reaction product. (5) The product is: [Br:7][C:6]1[CH:5]=[N:4][N:3]2[CH:12]=[CH:11][CH:10]=[N:1][C:2]=12. Given the reactants [NH2:1][C:2]1[C:6]([Br:7])=[CH:5][NH:4][N:3]=1.CO[CH:10](OC)[CH2:11][CH:12](OC)OC.O, predict the reaction product.